Predict the reactants needed to synthesize the given product. From a dataset of Full USPTO retrosynthesis dataset with 1.9M reactions from patents (1976-2016). (1) Given the product [OH:39][C@@H:38]([C:40]1[CH:45]=[CH:44][CH:43]=[CH:42][CH:41]=1)[CH2:37][CH2:36][NH:35][C:16]([C@@H:9]1[CH2:10][C:11](=[N:13][O:14][CH3:15])[CH2:12][N:8]1[C:6]([C:29]1[CH:28]=[CH:27][C:26]([C:21]2[CH:22]=[CH:23][CH:24]=[CH:25][C:20]=2[CH3:19])=[CH:31][CH:30]=1)=[O:7])=[O:18], predict the reactants needed to synthesize it. The reactants are: C(O[C:6]([N:8]1[CH2:12][C:11](=[N:13][O:14][CH3:15])[CH2:10][C@H:9]1[C:16]([OH:18])=O)=[O:7])(C)(C)C.[CH3:19][C:20]1[CH:25]=[CH:24][CH:23]=[CH:22][C:21]=1[C:26]1[CH:31]=[CH:30][C:29](C(O)=O)=[CH:28][CH:27]=1.[NH2:35][CH2:36][CH2:37][C@H:38]([C:40]1[CH:45]=[CH:44][CH:43]=[CH:42][CH:41]=1)[OH:39]. (2) Given the product [N:1]([CH2:4][CH2:5][O:6][CH2:7][CH:8]([OH:9])[CH2:12][OH:11])=[N+:2]=[N-:3], predict the reactants needed to synthesize it. The reactants are: [N:1]([CH2:4][CH2:5][O:6][CH2:7][CH:8]1[CH2:12][O:11]C(C)(C)[O:9]1)=[N+:2]=[N-:3].C1(C)C=CC(S([O-])(=O)=O)=CC=1.[NH+]1C=CC=CC=1.C(=O)([O-])O.[Na+]. (3) Given the product [ClH:1].[Cl:1][C:2]1[CH:22]=[CH:21][C:20]([Cl:23])=[CH:19][C:3]=1[O:4][CH:5]([CH2:17][CH3:18])[CH2:6][CH2:7][NH:8][CH3:9], predict the reactants needed to synthesize it. The reactants are: [Cl:1][C:2]1[CH:22]=[CH:21][C:20]([Cl:23])=[CH:19][C:3]=1[O:4][CH:5]([CH2:17][CH3:18])[CH2:6][CH2:7][N:8](C)[C:9](=O)OC(C)(C)C. (4) The reactants are: [C:1]1(C2C=CC=CC=2)[CH:6]=[CH:5][C:4]([C:7]([N:9]2[CH2:13][C:12](=[N:14][O:15][CH3:16])[CH2:11][C@H:10]2[C:17](=[N:19][OH:20])[NH2:18])=[O:8])=[CH:3][CH:2]=1.[C:27]([O:31][C:32]([N:34]1[CH2:39][CH2:38][CH2:37][C@H:36]([C:40](O)=O)[CH2:35]1)=[O:33])([CH3:30])([CH3:29])[CH3:28]. Given the product [C:4]1([C:7]([N:9]2[CH2:13][C:12](=[N:14][O:15][CH3:16])[CH2:11][C@H:10]2[C:17]2[N:18]=[C:40]([C@H:36]3[CH2:37][CH2:38][CH2:39][N:34]([C:32]([O:31][C:27]([CH3:30])([CH3:29])[CH3:28])=[O:33])[CH2:35]3)[O:20][N:19]=2)=[O:8])([C:3]2[CH:2]=[CH:1][CH:6]=[CH:1][CH:2]=2)[CH:3]=[CH:4][CH:5]=[CH:6][CH2:5]1, predict the reactants needed to synthesize it.